The task is: Predict the reaction yield, written as a fraction of the theoretical maximum amount of product (1.0 means a 100% yield; for example, 0.34 means a 34% yield).. This data is from Reaction yield outcomes from USPTO patents with 853,638 reactions. The reactants are C(OC(=O)[N:7]([N:22]1[CH2:27][CH2:26][N:25]([CH2:28][CH2:29][O:30][CH3:31])[CH2:24][CH2:23]1)[C:8]([C:10]1[CH:11]=[N:12][C:13]([C:16]2[CH:21]=[CH:20][CH:19]=[CH:18][CH:17]=2)=[N:14][CH:15]=1)=[O:9])(C)(C)C.[H-].[Na+].IC. The catalyst is CN(C=O)C. The product is [CH3:31][O:30][CH2:29][CH2:28][N:25]1[CH2:24][CH2:23][N:22]([NH:7][C:8]([C:10]2[CH:15]=[N:14][C:13]([C:16]3[CH:21]=[CH:20][CH:19]=[CH:18][CH:17]=3)=[N:12][CH:11]=2)=[O:9])[CH2:27][CH2:26]1. The yield is 0.440.